This data is from Forward reaction prediction with 1.9M reactions from USPTO patents (1976-2016). The task is: Predict the product of the given reaction. Given the reactants [CH2:1]([OH:4])[CH2:2][OH:3].[I-].[K+].[C:7]1([CH3:17])[CH:12]=[CH:11][C:10]([S:13](Cl)(=[O:15])=[O:14])=[CH:9][CH:8]=1, predict the reaction product. The product is: [OH:3][CH2:2][CH2:1][O:4][S:13]([C:10]1[CH:11]=[CH:12][C:7]([CH3:17])=[CH:8][CH:9]=1)(=[O:15])=[O:14].